Dataset: Catalyst prediction with 721,799 reactions and 888 catalyst types from USPTO. Task: Predict which catalyst facilitates the given reaction. (1) Reactant: [C:1]([O:5][C:6]([N:8]1[CH2:13][CH2:12][CH2:11][CH:10]([CH2:14][OH:15])[CH2:9]1)=[O:7])([CH3:4])([CH3:3])[CH3:2].C(N(CC)CC)C.CC(C)=O.[CH3:27][S:28](Cl)(=[O:30])=[O:29]. Product: [C:1]([O:5][C:6]([N:8]1[CH2:13][CH2:12][CH2:11][CH:10]([CH2:14][O:15][S:28]([CH3:27])(=[O:30])=[O:29])[CH2:9]1)=[O:7])([CH3:4])([CH3:3])[CH3:2]. The catalyst class is: 4. (2) Reactant: [OH:1][C:2]1[CH:7]=[CH:6][C:5]([C:8]2[O:9][C:10]3[CH:16]=[CH:15][C:14]([C:17](O)=[O:18])=[CH:13][C:11]=3[CH:12]=2)=[CH:4][CH:3]=1. Product: [OH:18][CH2:17][C:14]1[CH:15]=[CH:16][C:10]2[O:9][C:8]([C:5]3[CH:6]=[CH:7][C:2]([OH:1])=[CH:3][CH:4]=3)=[CH:12][C:11]=2[CH:13]=1. The catalyst class is: 1. (3) Reactant: [CH2:1]([N:4]([CH2:14][CH:15]=[CH2:16])[C@@H:5]([C:7]1[CH:12]=[CH:11][C:10](Br)=[CH:9][CH:8]=1)[CH3:6])[CH:2]=[CH2:3].[Li]CCCC.[CH3:22][C:23]([CH3:25])=[O:24]. Product: [CH2:1]([N:4]([CH2:14][CH:15]=[CH2:16])[C@@H:5]([C:7]1[CH:12]=[CH:11][C:10]([C:23]([OH:24])([CH3:25])[CH3:22])=[CH:9][CH:8]=1)[CH3:6])[CH:2]=[CH2:3]. The catalyst class is: 1.